Dataset: Forward reaction prediction with 1.9M reactions from USPTO patents (1976-2016). Task: Predict the product of the given reaction. Given the reactants [CH2:1]([O:8][C:9]1[C:10]([F:24])=[C:11](/[CH:16]=[C:17](\[CH3:23])/[C:18]([O:20][CH2:21][CH3:22])=[O:19])[CH:12]=[CH:13][C:14]=1[F:15])[C:2]1[CH:7]=[CH:6][CH:5]=[CH:4][CH:3]=1.C([O:32][C:33]1[C:38]([F:39])=[CH:37][C:36](/[CH:40]=[C:41](\[CH3:47])/[C:42]([O:44][CH2:45][CH3:46])=[O:43])=[CH:35][C:34]=1[F:48])C1C=CC=CC=1, predict the reaction product. The product is: [F:39][C:38]1[CH:37]=[C:36]([CH2:40][CH:41]([CH3:47])[C:42]([O:44][CH2:45][CH3:46])=[O:43])[CH:35]=[C:34]([F:48])[C:33]=1[OH:32].[CH2:1]([O:8][C:9]1[C:10]([F:24])=[C:11]([CH2:16][CH:17]([CH3:23])[C:18]([O:20][CH2:21][CH3:22])=[O:19])[CH:12]=[CH:13][C:14]=1[F:15])[C:2]1[CH:3]=[CH:4][CH:5]=[CH:6][CH:7]=1.